Dataset: NCI-60 drug combinations with 297,098 pairs across 59 cell lines. Task: Regression. Given two drug SMILES strings and cell line genomic features, predict the synergy score measuring deviation from expected non-interaction effect. (1) Drug 1: CN1C(=O)N2C=NC(=C2N=N1)C(=O)N. Drug 2: C#CCC(CC1=CN=C2C(=N1)C(=NC(=N2)N)N)C3=CC=C(C=C3)C(=O)NC(CCC(=O)O)C(=O)O. Cell line: KM12. Synergy scores: CSS=53.4, Synergy_ZIP=0.484, Synergy_Bliss=-0.605, Synergy_Loewe=-18.8, Synergy_HSA=-0.469. (2) Drug 1: C1CNP(=O)(OC1)N(CCCl)CCCl. Drug 2: C(CCl)NC(=O)N(CCCl)N=O. Cell line: OVCAR-8. Synergy scores: CSS=-2.11, Synergy_ZIP=4.32, Synergy_Bliss=5.65, Synergy_Loewe=-3.87, Synergy_HSA=-1.83. (3) Drug 1: C1CCN(CC1)CCOC2=CC=C(C=C2)C(=O)C3=C(SC4=C3C=CC(=C4)O)C5=CC=C(C=C5)O. Drug 2: CC1=C(C(CCC1)(C)C)C=CC(=CC=CC(=CC(=O)O)C)C. Cell line: SK-MEL-2. Synergy scores: CSS=-3.09, Synergy_ZIP=5.17, Synergy_Bliss=5.40, Synergy_Loewe=2.49, Synergy_HSA=1.20. (4) Drug 1: CN(C)C1=NC(=NC(=N1)N(C)C)N(C)C. Drug 2: CC(C)NC(=O)C1=CC=C(C=C1)CNNC.Cl. Cell line: SK-MEL-2. Synergy scores: CSS=0.529, Synergy_ZIP=2.96, Synergy_Bliss=6.39, Synergy_Loewe=0.263, Synergy_HSA=1.10.